Dataset: hERG potassium channel inhibition data for cardiac toxicity prediction from Karim et al.. Task: Regression/Classification. Given a drug SMILES string, predict its toxicity properties. Task type varies by dataset: regression for continuous values (e.g., LD50, hERG inhibition percentage) or binary classification for toxic/non-toxic outcomes (e.g., AMES mutagenicity, cardiotoxicity, hepatotoxicity). Dataset: herg_karim. (1) The drug is Nc1ccc(-c2cccs2)cc1NC(=O)c1ccc(N2CCC3(CCCC3O)CC2)nc1. The result is 1 (blocker). (2) The molecule is CC(C)(C)COc1ccc2c(c1)[C@]1(COC(N)=N1)c1cc(-c3cncc(C#N)c3)ccc1O2. The result is 1 (blocker).